Dataset: Forward reaction prediction with 1.9M reactions from USPTO patents (1976-2016). Task: Predict the product of the given reaction. (1) Given the reactants [CH3:1][O:2][C:3]1[CH:12]=[CH:11][CH:10]=[C:9]2[C:4]=1[CH2:5][CH2:6][NH:7]/[C:8]/2=[CH:13]\[C:14](=[N:23]/[CH2:24][C:25](OCC)=[O:26])\[C:15]1[CH:20]=[CH:19][CH:18]=[C:17]([O:21][CH3:22])[CH:16]=1.Cl.C(OC(=O)CN)C, predict the reaction product. The product is: [CH3:1][O:2][C:3]1[CH:12]=[CH:11][CH:10]=[C:9]2[C:4]=1[CH2:5][CH2:6][N:7]1[C:25](=[O:26])[CH2:24][N:23]=[C:14]([C:15]3[CH:20]=[CH:19][CH:18]=[C:17]([O:21][CH3:22])[CH:16]=3)[CH:13]=[C:8]12. (2) Given the reactants [Cl:1][C:2]1[C:11]2[C:6](=[CH:7][CH:8]=[C:9]([CH:12]([C:14]3[C:15]([CH3:21])=[N:16][C:17]([CH3:20])=[CH:18][CH:19]=3)[OH:13])[CH:10]=2)[N:5]=[C:4]([O:22][CH3:23])[C:3]=1[CH2:24][CH:25]([CH3:27])[CH3:26], predict the reaction product. The product is: [Cl:1][C:2]1[C:11]2[C:6](=[CH:7][CH:8]=[C:9]([C:12]([C:14]3[C:15]([CH3:21])=[N:16][C:17]([CH3:20])=[CH:18][CH:19]=3)=[O:13])[CH:10]=2)[N:5]=[C:4]([O:22][CH3:23])[C:3]=1[CH2:24][CH:25]([CH3:27])[CH3:26]. (3) The product is: [OH:32][C:40]([CH2:42][OH:41])([CH2:43][N:4]([C:5]1[C:19]([I:20])=[C:9]([C:10]([N:12]([CH2:13][CH2:14][OH:15])[CH2:16][CH2:17][OH:18])=[O:11])[C:8]([I:21])=[C:7]([C:6]=1[I:31])[C:22]([N:24]([CH2:28][CH2:29][OH:30])[CH2:25][CH2:26][OH:27])=[O:23])[C:1](=[O:3])[CH3:2])[CH2:39][N:4]([C:5]1[C:19]([I:20])=[C:9]([C:10]([N:12]([CH2:13][CH2:14][OH:15])[CH2:16][CH2:17][OH:18])=[O:11])[C:8]([I:21])=[C:7]([C:6]=1[I:31])[C:22]([N:24]([CH2:25][CH2:26][OH:27])[CH2:28][CH2:29][OH:30])=[O:23])[C:1](=[O:3])[CH3:2]. Given the reactants [C:1]([NH:4][C:5]1[C:6]([I:31])=[C:7]([C:22]([N:24]([CH2:28][CH2:29][OH:30])[CH2:25][CH2:26][OH:27])=[O:23])[C:8]([I:21])=[C:9]([C:19]=1[I:20])[C:10]([N:12]([CH2:16][CH2:17][OH:18])[CH2:13][CH2:14][OH:15])=[O:11])(=[O:3])[CH3:2].[OH-:32].[K+].B(O)(O)O.Cl[CH2:39][C:40]1([CH2:43]Cl)[CH2:42][O:41]1, predict the reaction product. (4) The product is: [C:5]([C:4]1[CH:7]=[CH:8][C:9]([CH:11]([OH:12])[CH2:13][N:21]2[CH2:20][CH2:19][N:18]([C:22]([O:24][C:25]([CH3:26])([CH3:27])[CH3:28])=[O:23])[CH2:17][C@H:16]2[CH2:15][OH:14])=[CH:10][C:3]=1[O:2][CH3:1])#[N:6]. Given the reactants [CH3:1][O:2][C:3]1[CH:10]=[C:9]([CH:11]2[CH2:13][O:12]2)[CH:8]=[CH:7][C:4]=1[C:5]#[N:6].[OH:14][CH2:15][C@H:16]1[NH:21][CH2:20][CH2:19][N:18]([C:22]([O:24][C:25]([CH3:28])([CH3:27])[CH3:26])=[O:23])[CH2:17]1, predict the reaction product. (5) Given the reactants C([N:4]1[C:12]2[C:7](=[C:8](Br)[CH:9]=[C:10]([C:14]([O:16]C)=[O:15])[C:11]=2[CH3:13])[C:6]2[CH:19]=[C:20]([CH3:23])[CH:21]=[N:22][C:5]1=2)(=O)C.C(=O)([O-])[O-].[Na+].[Na+].[CH2:30]([S:32]([C:35]1[CH:36]=[C:37](B(O)O)[CH:38]=[CH:39][CH:40]=1)(=[O:34])=[O:33])[CH3:31].[OH-].[Na+].Cl, predict the reaction product. The product is: [CH2:30]([S:32]([C:35]1[CH:40]=[C:39]([C:8]2[CH:9]=[C:10]([C:14]([OH:16])=[O:15])[C:11]([CH3:13])=[C:12]3[C:7]=2[C:6]2[CH:19]=[C:20]([CH3:23])[CH:21]=[N:22][C:5]=2[NH:4]3)[CH:38]=[CH:37][CH:36]=1)(=[O:33])=[O:34])[CH3:31]. (6) The product is: [NH:4]1[C:8]2[S:9][C:10]([C:12]#[N:13])=[CH:11][C:7]=2[CH:6]=[N:5]1. Given the reactants C([N:4]1[C:8]2[S:9][C:10]([C:12]#[N:13])=[CH:11][C:7]=2[CH:6]=[N:5]1)(=O)C.Cl, predict the reaction product. (7) Given the reactants [H-].[Na+].C[C@@H](OC1C=CC=[C:21]2[C:16]=1[C:17](NC1C=CC(OC3C=NC(C)=CC=3)=C(C)C=1)=[N:18][CH:19]=[N:20]2)C(N1CCN(C)CC1)=O.[Cl:41][C:42]1[CH:43]=[C:44]([N+:49]([O-:51])=[O:50])[CH:45]=[CH:46][C:47]=1F.CC(N(C)C)=[O:54], predict the reaction product. The product is: [CH3:19][N:20]1[CH:21]=[C:16]([O:54][C:47]2[CH:46]=[CH:45][C:44]([N+:49]([O-:51])=[O:50])=[CH:43][C:42]=2[Cl:41])[CH:17]=[N:18]1.